Dataset: Peptide-MHC class I binding affinity with 185,985 pairs from IEDB/IMGT. Task: Regression. Given a peptide amino acid sequence and an MHC pseudo amino acid sequence, predict their binding affinity value. This is MHC class I binding data. (1) The peptide sequence is GMIPFFDFA. The MHC is HLA-B51:01 with pseudo-sequence HLA-B51:01. The binding affinity (normalized) is 0.0847. (2) The peptide sequence is EDLIEWAME. The MHC is HLA-A02:01 with pseudo-sequence HLA-A02:01. The binding affinity (normalized) is 0. (3) The peptide sequence is NALEKALRW. The MHC is HLA-A26:01 with pseudo-sequence HLA-A26:01. The binding affinity (normalized) is 0.0847. (4) The peptide sequence is FQTKGLGISY. The MHC is HLA-B35:01 with pseudo-sequence HLA-B35:01. The binding affinity (normalized) is 0.0620. (5) The peptide sequence is TATKRIRMA. The MHC is HLA-A02:01 with pseudo-sequence HLA-A02:01. The binding affinity (normalized) is 0.0357. (6) The peptide sequence is GLICGLRQL. The MHC is HLA-B07:02 with pseudo-sequence HLA-B07:02. The binding affinity (normalized) is 0. (7) The peptide sequence is CDELAAKLVA. The MHC is Patr-B2401 with pseudo-sequence YYTKYREISTNTDENTLYWTFRFYTWAVRAYTWY. The binding affinity (normalized) is 0.727.